Predict which catalyst facilitates the given reaction. From a dataset of Catalyst prediction with 721,799 reactions and 888 catalyst types from USPTO. (1) Reactant: [N:1]1([C:7]2[N:12]=[C:11]([C:13]3[C:14]([C:20]([F:23])([F:22])[F:21])=[CH:15][C:16]([NH2:19])=[N:17][CH:18]=3)[CH:10]=[C:9]([N:24]3[CH2:29][CH2:28][O:27][CH2:26][CH2:25]3)[N:8]=2)[CH2:6][CH2:5][O:4][CH2:3][CH2:2]1.CC(C)=O.[ClH:34]. Product: [ClH:34].[N:1]1([C:7]2[N:12]=[C:11]([C:13]3[C:14]([C:20]([F:23])([F:21])[F:22])=[CH:15][C:16]([NH2:19])=[N:17][CH:18]=3)[CH:10]=[C:9]([N:24]3[CH2:25][CH2:26][O:27][CH2:28][CH2:29]3)[N:8]=2)[CH2:2][CH2:3][O:4][CH2:5][CH2:6]1. The catalyst class is: 32. (2) Reactant: [Br:1][C:2]1[C:3](=[O:10])[N:4]([CH3:9])[CH:5]=[C:6](I)[CH:7]=1.[C:11]([O:14][CH2:15][C:16]1[C:17]([N:31]2[N:40]=[CH:39][C:38]3[C:33](=[C:34]([F:45])[CH:35]=[C:36]([C:41]([CH3:44])([CH3:43])[CH3:42])[CH:37]=3)[C:32]2=[O:46])=[N:18][CH:19]=[CH:20][C:21]=1B1OC(C)(C)C(C)(C)O1)(=[O:13])[CH3:12].C([O-])(=O)C.[Na+].[O-]P([O-])([O-])=O.[K+].[K+].[K+]. Product: [C:11]([O:14][CH2:15][C:16]1[C:17]([N:31]2[N:40]=[CH:39][C:38]3[C:33](=[C:34]([F:45])[CH:35]=[C:36]([C:41]([CH3:43])([CH3:42])[CH3:44])[CH:37]=3)[C:32]2=[O:46])=[N:18][CH:19]=[CH:20][C:21]=1[C:6]1[CH:7]=[C:2]([Br:1])[C:3](=[O:10])[N:4]([CH3:9])[CH:5]=1)(=[O:13])[CH3:12]. The catalyst class is: 379. (3) Reactant: CN(C)[CH:3]=[CH:4][C:5]([C:7]1[C:8]([CH3:15])=[C:9]([C:13]#[N:14])[NH:10][C:11]=1[CH3:12])=O.[N+]([O-])(O)=O.[N+:21]([C:24]1[CH:25]=[C:26]([NH:30][C:31]([NH2:33])=[NH:32])[CH:27]=[CH:28][CH:29]=1)([O-:23])=[O:22].C([O-])([O-])=O.[K+].[K+]. Product: [CH3:15][C:8]1[C:7]([C:5]2[CH:4]=[CH:3][N:33]=[C:31]([NH:30][C:26]3[CH:27]=[CH:28][CH:29]=[C:24]([N+:21]([O-:23])=[O:22])[CH:25]=3)[N:32]=2)=[C:11]([CH3:12])[NH:10][C:9]=1[C:13]#[N:14]. The catalyst class is: 141. (4) Reactant: [CH:1]1([OH:7])[CH2:6][CH2:5][CH2:4][CH2:3][CH2:2]1.[H-].[Na+].[Cl:10][C:11]1[N:16]=[C:15]([Cl:17])[CH:14]=[C:13]([C:18](OC)=[O:19])[N:12]=1. Product: [Cl:10][C:11]1[N:16]=[C:15]([Cl:17])[CH:14]=[C:13]([C:18]([O:7][CH:1]2[CH2:6][CH2:5][CH2:4][CH2:3][CH2:2]2)=[O:19])[N:12]=1. The catalyst class is: 1. (5) Reactant: [NH2:1][CH:2]([C:11]1[CH:16]=[CH:15][CH:14]=[CH:13][CH:12]=1)[C:3]1([N:8]([CH3:10])[CH3:9])[CH2:7][CH2:6][CH2:5][CH2:4]1.CN(C)C1(C(C2C=CC=CC=2)NC(=O)C2C(C)=CC=CC=2C)CCOC1.[Cl:43][C:44]1[CH:52]=[CH:51][C:47]([C:48](O)=[O:49])=[C:46]([CH3:53])[CH:45]=1.C1C=CC2N(O)N=NC=2C=1.C1CCC(N=C=NC2CCCCC2)CC1.C(=O)(O)[O-].[Na+]. Product: [Cl:43][C:44]1[CH:52]=[CH:51][C:47]([C:48]([NH:1][CH:2]([C:3]2([N:8]([CH3:10])[CH3:9])[CH2:7][CH2:6][CH2:5][CH2:4]2)[C:11]2[CH:12]=[CH:13][CH:14]=[CH:15][CH:16]=2)=[O:49])=[C:46]([CH3:53])[CH:45]=1. The catalyst class is: 2. (6) Reactant: C(OC(=O)[NH:7][CH2:8][C:9](=[O:27])[CH2:10][CH2:11][C:12]1[CH:17]=[CH:16][C:15]([C:18]2[N:19]=[C:20]([NH:23][C:24](=[O:26])[CH3:25])[S:21][CH:22]=2)=[CH:14][CH:13]=1)(C)(C)C.[ClH:29]. Product: [ClH:29].[NH2:7][CH2:8][C:9](=[O:27])[CH2:10][CH2:11][C:12]1[CH:13]=[CH:14][C:15]([C:18]2[N:19]=[C:20]([NH:23][C:24](=[O:26])[CH3:25])[S:21][CH:22]=2)=[CH:16][CH:17]=1. The catalyst class is: 12. (7) Reactant: Cl.[Cl:2][C:3]1[CH:4]=[C:5]([C@H:10]2[C@@H:15]([C:16]([O:18][CH3:19])=[O:17])[CH2:14][CH2:13][NH:12][CH2:11]2)[CH:6]=[CH:7][C:8]=1[Cl:9].[CH3:20][C:21]([O:24][C:25](O[C:25]([O:24][C:21]([CH3:23])([CH3:22])[CH3:20])=[O:26])=[O:26])([CH3:23])[CH3:22].C(N(CC)CC)C.O. Product: [Cl:2][C:3]1[CH:4]=[C:5]([C@H:10]2[C@@H:15]([C:16]([O:18][CH3:19])=[O:17])[CH2:14][CH2:13][N:12]([C:25]([O:24][C:21]([CH3:23])([CH3:22])[CH3:20])=[O:26])[CH2:11]2)[CH:6]=[CH:7][C:8]=1[Cl:9]. The catalyst class is: 10.